Dataset: Reaction yield outcomes from USPTO patents with 853,638 reactions. Task: Predict the reaction yield, written as a fraction of the theoretical maximum amount of product (1.0 means a 100% yield; for example, 0.34 means a 34% yield). (1) The reactants are [CH2:1]([C@H:4]1[C:8](=[O:9])[N:7]([C:10]([O:12][C:13]([CH3:16])([CH3:15])[CH3:14])=[O:11])[C@H:6]([C:17](OCC)=[O:18])[CH2:5]1)[CH:2]=[CH2:3].[BH4-].[Na+]. The catalyst is CO.O. The product is [OH:18][CH2:17][C@@H:6]([NH:7][C:10](=[O:11])[O:12][C:13]([CH3:16])([CH3:15])[CH3:14])[CH2:5][C@H:4]([CH2:8][OH:9])[CH2:1][CH:2]=[CH2:3]. The yield is 0.850. (2) The reactants are Cl[C:2]1[N:3]=[N:4][C:5]([Cl:8])=[CH:6][CH:7]=1.[Cl:9][C:10]1[CH:11]=[C:12]([OH:17])[CH:13]=[CH:14][C:15]=1[Cl:16].[OH-].[K+].CCCCCCC. The catalyst is CS(C)=O. The product is [Cl:8][C:5]1[N:4]=[N:3][C:2]([O:17][C:12]2[CH:13]=[CH:14][C:15]([Cl:16])=[C:10]([Cl:9])[CH:11]=2)=[CH:7][CH:6]=1. The yield is 0.210.